Task: Predict the reaction yield, written as a fraction of the theoretical maximum amount of product (1.0 means a 100% yield; for example, 0.34 means a 34% yield).. Dataset: Reaction yield outcomes from USPTO patents with 853,638 reactions (1) The product is [Br:29][C:27]1[CH:28]=[C:23]([NH:1][C:2]2[N:3]=[CH:4][C:5]([N:8]3[CH2:13][CH2:12][N:11]([C:14]([O:16][C:17]([CH3:20])([CH3:19])[CH3:18])=[O:15])[CH2:10][C@@H:9]3[CH3:21])=[N:6][CH:7]=2)[C:24](=[O:31])[N:25]([CH3:30])[CH:26]=1. The reactants are [NH2:1][C:2]1[N:3]=[CH:4][C:5]([N:8]2[CH2:13][CH2:12][N:11]([C:14]([O:16][C:17]([CH3:20])([CH3:19])[CH3:18])=[O:15])[CH2:10][C@@H:9]2[CH3:21])=[N:6][CH:7]=1.Br[C:23]1[C:24](=[O:31])[N:25]([CH3:30])[CH:26]=[C:27]([Br:29])[CH:28]=1.CC1(C)C2C(=C(P(C3C=CC=CC=3)C3C=CC=CC=3)C=CC=2)OC2C(P(C3C=CC=CC=3)C3C=CC=CC=3)=CC=CC1=2.C([O-])([O-])=O.[Cs+].[Cs+]. The catalyst is C1C=CC(/C=C/C(/C=C/C2C=CC=CC=2)=O)=CC=1.C1C=CC(/C=C/C(/C=C/C2C=CC=CC=2)=O)=CC=1.C1C=CC(/C=C/C(/C=C/C2C=CC=CC=2)=O)=CC=1.[Pd].[Pd].O1CCOCC1. The yield is 0.720. (2) The reactants are [F:1][C:2]1[CH:7]=[CH:6][CH:5]=[C:4]([F:8])[C:3]=1[C:9]1([C:12]#[N:13])[CH2:11][CH2:10]1.[OH-:14].[Na+].OO. The catalyst is S([O-])(O)(=O)=O.C([N+](CCCC)(CCCC)CCCC)CCC.C1(C)C=CC=CC=1.C(OCC)(=O)C. The product is [F:1][C:2]1[CH:7]=[CH:6][CH:5]=[C:4]([F:8])[C:3]=1[C:9]1([C:12]([NH2:13])=[O:14])[CH2:10][CH2:11]1. The yield is 0.840. (3) The reactants are [Br:1][C:2]1[CH:14]=[CH:13][C:12]2[C:11]3[C:6](=[CH:7][CH:8]=[CH:9][CH:10]=3)[NH:5][C:4]=2[CH:3]=1.C1(C)C=CC(S([O-])(=O)=O)=CC=1.[NH+]1C=CC=CC=1.[O:32]1[CH:37]=[CH:36][CH2:35][CH2:34][CH2:33]1. The catalyst is ClCCl. The product is [Br:1][C:2]1[CH:14]=[CH:13][C:12]2[C:11]3[C:6](=[CH:7][CH:8]=[CH:9][CH:10]=3)[N:5]([CH:33]3[CH2:34][CH2:35][CH2:36][CH2:37][O:32]3)[C:4]=2[CH:3]=1. The yield is 0.900. (4) The reactants are CO[C:3](=[O:19])[CH2:4][CH:5]1[CH2:9][CH2:8][N:7]([CH2:10][CH2:11][C:12]2[CH:17]=[CH:16][CH:15]=[CH:14]C=2)[C:6]1=[O:18].[NH2:20][O:21][K].C(O)(=O)C. The catalyst is CO.CO.C(Cl)(Cl)Cl. The product is [CH2:10]([N:7]1[CH2:8][CH2:9][CH:5]([CH2:4][C:3]([NH:20][OH:21])=[O:19])[C:6]1=[O:18])[C:11]1[CH:12]=[CH:17][CH:16]=[CH:15][CH:14]=1. The yield is 0.0800. (5) The reactants are C(OC(=O)[NH:7][CH:8]([CH2:27][C:28]1[CH:33]=[CH:32][CH:31]=[CH:30][CH:29]=1)[C:9](=[O:26])[N:10]1[CH2:15][CH2:14][N:13]([C:16]2[C:17]3[CH:25]=[CH:24][CH:23]=[N:22][C:18]=3[N:19]=[CH:20][N:21]=2)[CH2:12][CH2:11]1)(C)(C)C.[ClH:35].O1CCOCC1. The catalyst is C(Cl)Cl. The product is [ClH:35].[ClH:35].[ClH:35].[NH2:7][C@H:8]([CH2:27][C:28]1[CH:33]=[CH:32][CH:31]=[CH:30][CH:29]=1)[C:9]([N:10]1[CH2:15][CH2:14][N:13]([C:16]2[C:17]3[CH:25]=[CH:24][CH:23]=[N:22][C:18]=3[N:19]=[CH:20][N:21]=2)[CH2:12][CH2:11]1)=[O:26]. The yield is 0.860.